This data is from Full USPTO retrosynthesis dataset with 1.9M reactions from patents (1976-2016). The task is: Predict the reactants needed to synthesize the given product. (1) Given the product [Cl:1][C:2]1[CH:3]=[C:4]2[C:9](=[CH:10][CH:11]=1)[N:8]=[C:7]([NH:12][C@H:13]1[CH2:18][CH2:17][CH2:16][C@H:15]([NH:19][CH2:31][C:24]3[C:25]4[C:30](=[CH:29][CH:28]=[CH:27][CH:26]=4)[N:22]([CH3:21])[CH:23]=3)[CH2:14]1)[CH:6]=[C:5]2[CH3:20], predict the reactants needed to synthesize it. The reactants are: [Cl:1][C:2]1[CH:3]=[C:4]2[C:9](=[CH:10][CH:11]=1)[N:8]=[C:7]([NH:12][C@H:13]1[CH2:18][CH2:17][CH2:16][C@H:15]([NH2:19])[CH2:14]1)[CH:6]=[C:5]2[CH3:20].[CH3:21][N:22]1[C:30]2[C:25](=[CH:26][CH:27]=[CH:28][CH:29]=2)[C:24]([CH:31]=O)=[CH:23]1. (2) Given the product [F:5][C:6]([C:7]1[O:11][N:10]=[C:9]([NH2:3])[CH:8]=1)([CH3:14])[CH3:13], predict the reactants needed to synthesize it. The reactants are: [Na].Cl.[NH2:3]O.[F:5][C:6]([CH3:14])([CH3:13])[C:7]([O:11]C)=[CH:8][C:9]#[N:10].Cl.[OH-].[Na+]. (3) Given the product [N:28]1([C:25]2[CH:26]=[CH:27][C:22]([C:20]#[C:21][C:6]3[CH:5]=[CH:4][C:3]([C:1]#[N:2])=[CH:8][CH:7]=3)=[CH:23][CH:24]=2)[CH2:33][CH2:32][CH2:34][CH2:30][CH2:29]1, predict the reactants needed to synthesize it. The reactants are: [C:1]([C:3]1[CH:8]=[CH:7][C:6](OS(C2C=CC(C)=CC=2)(=O)=O)=[CH:5][CH:4]=1)#[N:2].[C:20]([C:22]1[CH:27]=[CH:26][C:25]([N:28]2[CH2:33][CH2:32]N[CH2:30][CH2:29]2)=[CH:24][CH:23]=1)#[CH:21].[CH3:34]CCCCCC.CCOC(C)=O. (4) Given the product [CH3:1][C:2]1[C:6]([C:7]2[N:11]([C:12]3[CH:13]=[CH:14][C:15]([O:18][CH3:19])=[CH:16][CH:17]=3)[N:10]=[C:9]([CH2:20][CH2:21][CH3:22])[C:8]=2[CH:23]=[N:24][OH:25])=[C:5]([CH3:26])[O:4][N:3]=1, predict the reactants needed to synthesize it. The reactants are: [CH3:1][C:2]1[C:6]([C:7]2[N:11]([C:12]3[CH:17]=[CH:16][C:15]([O:18][CH3:19])=[CH:14][CH:13]=3)[N:10]=[C:9]([CH2:20][CH2:21][CH3:22])[C:8]=2/[CH:23]=[N:24]/[OH:25])=[C:5]([CH3:26])[O:4][N:3]=1.B(Br)(Br)Br.O. (5) Given the product [CH3:1][O:2][C:11]1[C:10]2[CH:17]=[CH:18][C:19]([O:21][C:9]=2[C:8]([OH:7])=[C:13]2[C:12]=1[CH:16]=[CH:15][O:14]2)=[O:20], predict the reactants needed to synthesize it. The reactants are: [CH3:1][OH:2].CC(C)=CC[O:7][C:8]1[C:13]2[O:14][CH:15]=[CH:16][C:12]=2[CH:11]=[C:10]2[CH:17]=[CH:18][C:19]([O:21][C:9]=12)=[O:20].C(N(CC)C1C=CC=CC=1)C. (6) Given the product [Cl:13][C:7]1[C:8]([F:12])=[C:9]([O:2][CH3:1])[N:10]=[C:5]([CH3:4])[N:6]=1, predict the reactants needed to synthesize it. The reactants are: [CH3:1][O-:2].[Na+].[CH3:4][C:5]1[N:10]=[C:9](Cl)[C:8]([F:12])=[C:7]([Cl:13])[N:6]=1. (7) Given the product [Cl:23][C:11]1[C:10]2[C:15](=[CH:16][CH:17]=[C:8]([C:6]3[O:7][C:3]([C:2]([F:20])([F:19])[F:1])=[N:4][N:5]=3)[CH:9]=2)[N:14]=[CH:13][N:12]=1, predict the reactants needed to synthesize it. The reactants are: [F:1][C:2]([F:20])([F:19])[C:3]1[O:7][C:6]([C:8]2[CH:9]=[C:10]3[C:15](=[CH:16][CH:17]=2)[N:14]=[CH:13][NH:12][C:11]3=O)=[N:5][N:4]=1.P(Cl)(Cl)([Cl:23])=O. (8) Given the product [N:26]1[CH:27]=[CH:28][CH:29]=[CH:30][C:25]=1[NH:24][C:22](=[O:23])[CH2:21][NH:17][CH:14]1[CH2:15][CH2:16][N:11]([C:9](=[O:10])[C:8]([F:7])([F:18])[F:19])[CH2:12][CH2:13]1, predict the reactants needed to synthesize it. The reactants are: CN(C)C=O.Cl.[F:7][C:8]([F:19])([F:18])[C:9]([N:11]1[CH2:16][CH2:15][CH:14]([NH2:17])[CH2:13][CH2:12]1)=[O:10].Br[CH2:21][C:22]([NH:24][C:25]1[CH:30]=[CH:29][CH:28]=[CH:27][N:26]=1)=[O:23].C(=O)([O-])[O-].[K+].[K+]. (9) Given the product [C:1]([O:5][C:6](=[O:38])[N:7]([C@@H:19]([CH2:22][C:23]1[CH:28]=[CH:27][C:26]([O:29][C:30]2[C:35]([CH2:36][OH:37])=[CH:34][CH:33]=[CH:32][N:31]=2)=[CH:25][CH:24]=1)[CH2:20][OH:41])[CH2:8][C@H:9]([OH:18])[CH2:10][O:11][C:12]1[CH:17]=[CH:16][CH:15]=[CH:14][CH:13]=1)([CH3:4])([CH3:3])[CH3:2], predict the reactants needed to synthesize it. The reactants are: [C:1]([O:5][C:6](=[O:38])[N:7]([C@:19]([CH2:22][C:23]1[CH:28]=[CH:27][C:26]([O:29][C:30]2[C:35]([CH:36]=[O:37])=[CH:34][CH:33]=[CH:32][N:31]=2)=[CH:25][CH:24]=1)(O)[CH3:20])[CH2:8][C@H:9]([OH:18])[CH2:10][O:11][C:12]1[CH:17]=[CH:16][CH:15]=[CH:14][CH:13]=1)([CH3:4])([CH3:3])[CH3:2].[BH4-].[Na+].[OH2:41]. (10) The reactants are: C1(P(C2CCCCC2)C2C=CC=CC=2C2C(OC)=CC=CC=2OC)CCCCC1.C(=O)([O-])[O-].[K+].[K+].[CH3:36][N:37]([CH3:54])[CH2:38][C:39]1[CH:44]=[CH:43][C:42](B2OC(C)(C)C(C)(C)O2)=[CH:41][CH:40]=1.[F:55][C:56]1[CH:88]=[N:87][C:59]2[N:60]([C:80]3[CH:85]=[CH:84][CH:83]=[C:82](I)[CH:81]=3)[C:61](=[O:79])[N:62]([C@@H:65]3[CH2:70][CH2:69][C@H:68]([NH:71][C:72](=[O:78])[O:73][C:74]([CH3:77])([CH3:76])[CH3:75])[CH2:67][CH2:66]3)[C:63](=[O:64])[C:58]=2[CH:57]=1. Given the product [CH3:54][N:37]([CH2:38][C:39]1[CH:40]=[CH:41][C:42]([C:82]2[CH:83]=[CH:84][CH:85]=[C:80]([N:60]3[C:59]4[N:87]=[CH:88][C:56]([F:55])=[CH:57][C:58]=4[C:63](=[O:64])[N:62]([C@@H:65]4[CH2:70][CH2:69][C@H:68]([NH:71][C:72](=[O:78])[O:73][C:74]([CH3:75])([CH3:76])[CH3:77])[CH2:67][CH2:66]4)[C:61]3=[O:79])[CH:81]=2)=[CH:43][CH:44]=1)[CH3:36], predict the reactants needed to synthesize it.